This data is from Full USPTO retrosynthesis dataset with 1.9M reactions from patents (1976-2016). The task is: Predict the reactants needed to synthesize the given product. (1) Given the product [C:7]([O:11][C:12]([N:14]1[CH2:15][CH:16]2[CH:20]([CH2:19][N:18]([C:2]3[S:3][CH:4]=[CH:5][N:6]=3)[CH2:17]2)[CH2:21]1)=[O:13])([CH3:10])([CH3:8])[CH3:9], predict the reactants needed to synthesize it. The reactants are: Br[C:2]1[S:3][CH:4]=[CH:5][N:6]=1.[C:7]([O:11][C:12]([N:14]1[CH2:21][CH:20]2[CH:16]([CH2:17][NH:18][CH2:19]2)[CH2:15]1)=[O:13])([CH3:10])([CH3:9])[CH3:8]. (2) Given the product [ClH:17].[ClH:17].[Br:3][C:4]1[CH:12]=[C:11]2[C:7]([C:8]([C:18]3[C:27]4[C:22](=[CH:23][C:24]([O:28][CH2:29][CH2:30][CH2:31][N:32]5[CH2:37][CH2:36][O:35][CH2:34][CH2:33]5)=[CH:25][CH:26]=4)[N:21]=[CH:20][N:19]=3)=[C:9]([OH:13])[NH:10]2)=[CH:6][C:5]=1[N+:14]([O-:16])=[O:15], predict the reactants needed to synthesize it. The reactants are: [H-].[Na+].[Br:3][C:4]1[CH:12]=[C:11]2[C:7]([CH2:8][C:9](=[O:13])[NH:10]2)=[CH:6][C:5]=1[N+:14]([O-:16])=[O:15].[Cl:17][C:18]1[C:27]2[C:22](=[CH:23][C:24]([O:28][CH2:29][CH2:30][CH2:31][N:32]3[CH2:37][CH2:36][O:35][CH2:34][CH2:33]3)=[CH:25][CH:26]=2)[N:21]=[CH:20][N:19]=1.